This data is from Forward reaction prediction with 1.9M reactions from USPTO patents (1976-2016). The task is: Predict the product of the given reaction. (1) Given the reactants [OH-].[K+].[NH2:3][C:4]1[CH:11]=[CH:10][C:9]([Br:12])=[CH:8][C:5]=1[CH:6]=O.[CH3:13][C:14]([CH3:19])([CH3:18])[C:15](=O)[CH3:16], predict the reaction product. The product is: [Br:12][C:9]1[CH:8]=[C:5]2[C:4](=[CH:11][CH:10]=1)[N:3]=[C:15]([C:14]([CH3:19])([CH3:18])[CH3:13])[CH:16]=[CH:6]2. (2) Given the reactants [OH:1][C@@H:2]([CH2:17][N:18]1[CH2:23][CH2:22][O:21][CH2:20][CH2:19]1)[CH2:3][N:4]1[CH2:9][CH2:8][C:7]2[NH:10][C:11]([CH:14]=O)=[C:12]([CH3:13])[C:6]=2[C:5]1=[O:16].[F:24][C:25]1[CH:30]=[CH:29][CH:28]=[C:27]([F:31])[C:26]=1[C:32]1[CH:40]=[CH:39][CH:38]=[C:37]2[C:33]=1[CH2:34][C:35](=[O:41])[NH:36]2, predict the reaction product. The product is: [F:24][C:25]1[CH:30]=[CH:29][CH:28]=[C:27]([F:31])[C:26]=1[C:32]1[CH:40]=[CH:39][CH:38]=[C:37]2[C:33]=1/[C:34](=[CH:14]/[C:11]1[NH:10][C:7]3[CH2:8][CH2:9][N:4]([CH2:3][C@@H:2]([OH:1])[CH2:17][N:18]4[CH2:19][CH2:20][O:21][CH2:22][CH2:23]4)[C:5](=[O:16])[C:6]=3[C:12]=1[CH3:13])/[C:35](=[O:41])[NH:36]2.